This data is from Full USPTO retrosynthesis dataset with 1.9M reactions from patents (1976-2016). The task is: Predict the reactants needed to synthesize the given product. (1) Given the product [Cl:11][C:12]1[CH:17]=[C:16]([C:4]2[CH:5]=[CH:6][CH:7]=[C:2]([Cl:1])[CH:3]=2)[N:15]=[C:14]([NH2:19])[N:13]=1, predict the reactants needed to synthesize it. The reactants are: [Cl:1][C:2]1[CH:3]=[C:4](B(O)O)[CH:5]=[CH:6][CH:7]=1.[Cl:11][C:12]1[CH:17]=[C:16](Cl)[N:15]=[C:14]([NH2:19])[N:13]=1. (2) The reactants are: NC1C=CC=CC=1.[CH2:8]([OH:30])[C@H:9]1[O:14][C@H:13]([O:15]C[C@H]2OC(O)(CO)[C@@H](O)[C@@H]2O)[C@H:12]([OH:27])[C@@H:11]([OH:28])[C@@H:10]1[OH:29].[CH2:31]([OH:53])[C@H:32]1[O:37][C@H:36]([O:38]CC([C@@H](O)[C@H](O)[C@H](O)CO)=O)[C@H:35]([OH:50])[C@@H:34]([OH:51])[C@@H:33]1[OH:52].[CH2:54]([OH:76])[C@H:55]1[O:60][C@H:59]([O:61][C@:62]2([CH2:71][OH:72])[O:66][C@H:65]([CH2:67][OH:68])[C@@H:64]([OH:69])[C@@H:63]2[OH:70])[C@H:58]([OH:73])[C@@H:57]([OH:74])[C@@H:56]1[OH:75]. Given the product [O:15]=[CH:13][C@@H:12]([C@H:11]([C@@H:10]([C@@H:9]([CH2:8][OH:30])[OH:14])[OH:29])[OH:28])[OH:27].[OH:53][CH2:31][C:32]([C@H:33]([C@@H:34]([C@@H:35]([CH2:36][OH:38])[OH:50])[OH:51])[OH:52])=[O:37].[CH2:54]([OH:76])[C@H:55]1[O:60][C@H:59]([O:61][C@:62]2([CH2:71][OH:72])[O:66][C@H:65]([CH2:67][OH:68])[C@@H:64]([OH:69])[C@@H:63]2[OH:70])[C@H:58]([OH:73])[C@@H:57]([OH:74])[C@@H:56]1[OH:75], predict the reactants needed to synthesize it. (3) Given the product [CH3:1][N:2]([C:19]([F:35])([F:34])[C:20]1[CH:25]=[CH:24][C:23]([C:26]2[CH:31]=[CH:30][C:29]([CH2:32][SH:38])=[CH:28][CH:27]=2)=[CH:22][CH:21]=1)[S:3]([C:6]([F:18])([F:17])[C:7]([F:16])([F:15])[C:8]([F:14])([F:13])[C:9]([F:12])([F:11])[F:10])(=[O:5])=[O:4], predict the reactants needed to synthesize it. The reactants are: [CH3:1][N:2]([C:19]([F:35])([F:34])[C:20]1[CH:25]=[CH:24][C:23]([C:26]2[CH:31]=[CH:30][C:29]([CH2:32]Cl)=[CH:28][CH:27]=2)=[CH:22][CH:21]=1)[S:3]([C:6]([F:18])([F:17])[C:7]([F:16])([F:15])[C:8]([F:14])([F:13])[C:9]([F:12])([F:11])[F:10])(=[O:5])=[O:4].NC(N)=[S:38].[OH-].[Na+].Cl.